This data is from Peptide-MHC class I binding affinity with 185,985 pairs from IEDB/IMGT. The task is: Regression. Given a peptide amino acid sequence and an MHC pseudo amino acid sequence, predict their binding affinity value. This is MHC class I binding data. The peptide sequence is EGFMRKQKY. The MHC is HLA-A26:01 with pseudo-sequence HLA-A26:01. The binding affinity (normalized) is 0.